Predict the reactants needed to synthesize the given product. From a dataset of Full USPTO retrosynthesis dataset with 1.9M reactions from patents (1976-2016). (1) Given the product [O:28]1[C:27]2[CH:32]=[CH:33][C:24]([NH:23][C:19]3[N:18]=[C:17]([C:16]4[C:8]([C:4]5[CH:3]=[C:2]([NH:1][C:40]([C:36]6[N:35]([CH3:34])[CH:39]=[CH:38][CH:37]=6)=[O:41])[CH:7]=[CH:6][CH:5]=5)=[N:9][N:10]5[CH:15]=[CH:14][CH:13]=[CH:12][C:11]=45)[CH:22]=[CH:21][N:20]=3)=[CH:25][C:26]=2[O:31][CH2:30][CH2:29]1, predict the reactants needed to synthesize it. The reactants are: [NH2:1][C:2]1[CH:3]=[C:4]([C:8]2[C:16]([C:17]3[CH:22]=[CH:21][N:20]=[C:19]([NH:23][C:24]4[CH:33]=[CH:32][C:27]5[O:28][CH2:29][CH2:30][O:31][C:26]=5[CH:25]=4)[N:18]=3)=[C:11]3[CH:12]=[CH:13][CH:14]=[CH:15][N:10]3[N:9]=2)[CH:5]=[CH:6][CH:7]=1.[CH3:34][N:35]1[CH:39]=[CH:38][CH:37]=[C:36]1[C:40](Cl)=[O:41]. (2) Given the product [NH2:1][C:2]1[N:11]=[C:10]([C:12]([N:14]2[CH2:22][C:21]3[C:16](=[CH:17][CH:18]=[CH:19][CH:20]=3)[CH2:15]2)=[O:13])[C:9]2[C:4](=[CH:5][CH:6]=[C:7]([C:23]3[CH:28]=[CH:27][CH:26]=[CH:25][C:24]=3[S:29]([Cl:35])(=[O:32])=[O:30])[CH:8]=2)[N:3]=1, predict the reactants needed to synthesize it. The reactants are: [NH2:1][C:2]1[N:11]=[C:10]([C:12]([N:14]2[CH2:22][C:21]3[C:16](=[CH:17][CH:18]=[CH:19][CH:20]=3)[CH2:15]2)=[O:13])[C:9]2[C:4](=[CH:5][CH:6]=[C:7]([C:23]3[CH:28]=[CH:27][CH:26]=[CH:25][C:24]=3[S:29]([OH:32])(=O)=[O:30])[CH:8]=2)[N:3]=1.S(Cl)([Cl:35])=O.